This data is from Catalyst prediction with 721,799 reactions and 888 catalyst types from USPTO. The task is: Predict which catalyst facilitates the given reaction. (1) Reactant: [NH2:1][C:2](=[N:32][O:33][C:34](=[O:48])[C@@H:35]([NH:40]C(OC(C)(C)C)=O)[C@@H:36]([CH3:39])[CH2:37][CH3:38])[C:3]1[CH:31]=[CH:30][C:6]([O:7][CH2:8][CH2:9][CH2:10][CH:11]2[CH2:16][CH2:15][N:14]([CH2:17][CH2:18][CH2:19][O:20][C:21]3[CH:29]=[CH:28][C:24]([C:25]([NH2:27])=[O:26])=[CH:23][CH:22]=3)[CH2:13][CH2:12]2)=[CH:5][CH:4]=1.Cl.C(O)C. Product: [NH2:1][C:2](=[N:32][O:33][C:34](=[O:48])[C@@H:35]([NH2:40])[C@@H:36]([CH3:39])[CH2:37][CH3:38])[C:3]1[CH:31]=[CH:30][C:6]([O:7][CH2:8][CH2:9][CH2:10][CH:11]2[CH2:16][CH2:15][N:14]([CH2:17][CH2:18][CH2:19][O:20][C:21]3[CH:22]=[CH:23][C:24]([C:25]([NH2:27])=[O:26])=[CH:28][CH:29]=3)[CH2:13][CH2:12]2)=[CH:5][CH:4]=1. The catalyst class is: 8. (2) Reactant: [Cl:1][C:2]1[N:3]=[N:4][C:5]([Cl:8])=[CH:6][CH:7]=1.C1(=O)OC(=[O:13])C=C1.OO.NC(N)=O. Product: [Cl:1][C:2]1[N:3]=[N+:4]([O-:13])[C:5]([Cl:8])=[CH:6][CH:7]=1. The catalyst class is: 411. (3) Reactant: [C:1]([C:3]1[CH:4]=[C:5]([C:13]2[O:17][N:16]=[C:15]([C:18]3[CH:39]=[CH:38][C:21]4[CH2:22][CH2:23][N:24]([C:27](=[O:37])[CH2:28][NH:29]C(=O)OC(C)(C)C)[CH2:25][CH2:26][C:20]=4[CH:19]=3)[N:14]=2)[CH:6]=[CH:7][C:8]=1[O:9][CH2:10][CH2:11][CH3:12])#[N:2].FC(F)(F)C(O)=O. Product: [NH2:29][CH2:28][C:27]([N:24]1[CH2:23][CH2:22][C:21]2[CH:38]=[CH:39][C:18]([C:15]3[N:14]=[C:13]([C:5]4[CH:6]=[CH:7][C:8]([O:9][CH2:10][CH2:11][CH3:12])=[C:3]([CH:4]=4)[C:1]#[N:2])[O:17][N:16]=3)=[CH:19][C:20]=2[CH2:26][CH2:25]1)=[O:37]. The catalyst class is: 2. (4) Reactant: [Si:1]([O:8][CH2:9][C@@H:10]1[CH:15]=[C:14]([CH2:16][O:17][CH3:18])[C@H:13]([OH:19])[CH2:12][N:11]1[C:20]([O:22][C:23]([CH3:26])([CH3:25])[CH3:24])=[O:21])([C:4]([CH3:7])([CH3:6])[CH3:5])([CH3:3])[CH3:2].N1C=CC=CC=1.[CH3:33][S:34](O[S:34]([CH3:33])(=[O:36])=[O:35])(=[O:36])=[O:35]. Product: [Si:1]([O:8][CH2:9][C@@H:10]1[CH:15]=[C:14]([CH2:16][O:17][CH3:18])[C@H:13]([O:19][S:34]([CH3:33])(=[O:36])=[O:35])[CH2:12][N:11]1[C:20]([O:22][C:23]([CH3:26])([CH3:25])[CH3:24])=[O:21])([C:4]([CH3:6])([CH3:7])[CH3:5])([CH3:3])[CH3:2]. The catalyst class is: 172. (5) Reactant: [CH2:1]([OH:6])[C:2]([F:5])([F:4])[F:3].CC(C)([O-])C.F[C:13]1[CH:18]=[C:17]([F:19])[CH:16]=[CH:15][C:14]=1[N+:20]([O-:22])=[O:21]. Product: [F:19][C:17]1[CH:18]=[CH:13][C:14]([N+:20]([O-:22])=[O:21])=[C:15]([O:6][CH2:1][C:2]([F:5])([F:4])[F:3])[CH:16]=1. The catalyst class is: 56. (6) Reactant: [C:1]([C:5]1[CH:6]=[C:7]([CH:10]=[CH:11][C:12]=1[N:13]([CH2:16][CH3:17])[CH2:14][CH3:15])[CH:8]=[O:9])([CH3:4])([CH3:3])[CH3:2].[C:18]([Mg]Br)#[CH:19].[Cl-].[NH4+]. Product: [C:1]([C:5]1[CH:6]=[C:7]([CH:8]([OH:9])[C:18]#[CH:19])[CH:10]=[CH:11][C:12]=1[N:13]([CH2:16][CH3:17])[CH2:14][CH3:15])([CH3:4])([CH3:2])[CH3:3]. The catalyst class is: 1. (7) Reactant: [Cl:1][C:2]1[C:3](=[O:36])[N:4]([C:19]2[CH:24]=[C:23]([C:25]3[CH:30]=[CH:29][N:28]=[C:27]([C:31]([OH:34])([CH3:33])[CH3:32])[N:26]=3)[CH:22]=[CH:21][C:20]=2[CH3:35])[C:5]([CH3:18])=[N:6][C:7]=1[O:8]CC1C=CC(OC)=CC=1.FC(F)(F)C(O)=O. Product: [Cl:1][C:2]1[C:3](=[O:36])[N:4]([C:19]2[CH:24]=[C:23]([C:25]3[CH:30]=[CH:29][N:28]=[C:27]([C:31]([OH:34])([CH3:32])[CH3:33])[N:26]=3)[CH:22]=[CH:21][C:20]=2[CH3:35])[C:5]([CH3:18])=[N:6][C:7]=1[OH:8]. The catalyst class is: 4. (8) Reactant: Br[CH2:2][C:3]1[CH:8]=[CH:7][C:6]([C:9]([C:11]2[CH:16]=[CH:15][CH:14]=[C:13]([Cl:17])[CH:12]=2)=[O:10])=[CH:5][C:4]=1[Cl:18].[NH:19]1[CH2:23][CH2:22][CH2:21][CH2:20]1.ClC1C=C(C(C2C=CC(CN3CCCC3)=CC=2)=O)C=CC=1. Product: [Cl:18][C:4]1[CH:5]=[C:6]([C:9]([C:11]2[CH:16]=[CH:15][CH:14]=[C:13]([Cl:17])[CH:12]=2)=[O:10])[CH:7]=[CH:8][C:3]=1[CH2:2][N:19]1[CH2:23][CH2:22][CH2:21][CH2:20]1. The catalyst class is: 147. (9) Reactant: [F:1][C:2]1[C:7]([C:8]#[N:9])=[C:6]([CH3:10])[C:5]([CH:11]2[CH2:13][O:12]2)=[CH:4][CH:3]=1.[OH:14][CH:15]([C:23]1[CH:32]=[CH:31][C:26]2[C:27](=[O:30])[O:28][CH2:29][C:25]=2[C:24]=1[CH3:33])[CH2:16][N:17]1[CH2:22][CH2:21][NH:20][CH2:19][CH2:18]1. Product: [F:1][C:2]1[C:7]([C:8]#[N:9])=[C:6]([CH3:10])[C:5]([CH:11]([OH:12])[CH2:13][N:20]2[CH2:21][CH2:22][N:17]([CH2:16][CH:15]([OH:14])[C:23]3[CH:32]=[CH:31][C:26]4[C:27](=[O:30])[O:28][CH2:29][C:25]=4[C:24]=3[CH3:33])[CH2:18][CH2:19]2)=[CH:4][CH:3]=1. The catalyst class is: 14.